This data is from Forward reaction prediction with 1.9M reactions from USPTO patents (1976-2016). The task is: Predict the product of the given reaction. Given the reactants [N:1]1[CH:6]=[CH:5][CH:4]=[C:3]([NH:7][C:8](=[O:14])[O:9][C:10]([CH3:13])([CH3:12])[CH3:11])[CH:2]=1.C([Li])(C)(C)C.CCCCC.[I:25]I, predict the reaction product. The product is: [I:25][C:4]1[CH:5]=[CH:6][N:1]=[CH:2][C:3]=1[NH:7][C:8](=[O:14])[O:9][C:10]([CH3:11])([CH3:13])[CH3:12].